Dataset: Full USPTO retrosynthesis dataset with 1.9M reactions from patents (1976-2016). Task: Predict the reactants needed to synthesize the given product. (1) Given the product [K+:37].[CH3:1][N:2]1[CH2:3][CH2:4][N:5]([C:8]2[CH:9]=[CH:10][C:11]([NH:14][C:15]3[N:24]=[CH:23][C:22]4[CH2:21][C:20]([CH3:26])([CH3:25])[C:19]5[C:27]([C:31]([O-:33])=[O:32])=[N:28][N:29]([CH3:30])[C:18]=5[C:17]=4[N:16]=3)=[CH:12][CH:13]=2)[CH2:6][CH2:7]1, predict the reactants needed to synthesize it. The reactants are: [CH3:1][N:2]1[CH2:7][CH2:6][N:5]([C:8]2[CH:13]=[CH:12][C:11]([NH:14][C:15]3[N:24]=[CH:23][C:22]4[CH2:21][C:20]([CH3:26])([CH3:25])[C:19]5[C:27]([C:31]([O:33]CC)=[O:32])=[N:28][N:29]([CH3:30])[C:18]=5[C:17]=4[N:16]=3)=[CH:10][CH:9]=2)[CH2:4][CH2:3]1.[OH-].[K+:37]. (2) Given the product [Br:1][C:2]1[CH:3]=[CH:4][C:5]2[N:6]([C:10]([CH2:11][CH:12]([CH3:14])[CH3:13])=[N:9][N:8]=2)[CH:7]=1, predict the reactants needed to synthesize it. The reactants are: [Br:1][C:2]1[CH:3]=[CH:4][C:5]([NH:8][NH2:9])=[N:6][CH:7]=1.[C:10](Cl)(=O)[CH2:11][CH:12]([CH3:14])[CH3:13]. (3) Given the product [CH:1]1([NH:4][C:5]([C:6]2[CH:7]=[C:8]([F:22])[C:9]([CH3:21])=[C:10]([C:31]3[CH:32]=[C:33]4[C:38](=[CH:39][CH:40]=3)[C:37](=[O:41])[N:36]([CH2:42][C:43]([CH3:52])([CH3:53])[CH2:44][O:45][C:46](=[O:51])[C:47]([CH3:49])([CH3:50])[CH3:48])[CH:35]=[C:34]4[CH2:54][N:55]3[CH2:60][CH2:59][N:58]([C:61]([O:63][C:64]([CH3:67])([CH3:66])[CH3:65])=[O:62])[CH2:57][C@H:56]3[CH3:68])[CH:11]=2)=[O:23])[CH2:2][CH2:3]1, predict the reactants needed to synthesize it. The reactants are: [CH:1]1([NH:4][C:5](=[O:23])[C:6]2[CH:11]=[C:10](B3OC(C)(C)C(C)(C)O3)[C:9]([CH3:21])=[C:8]([F:22])[CH:7]=2)[CH2:3][CH2:2]1.C(=O)([O-])[O-].[K+].[K+].Br[C:31]1[CH:32]=[C:33]2[C:38](=[CH:39][CH:40]=1)[C:37](=[O:41])[N:36]([CH2:42][C:43]([CH3:53])([CH3:52])[CH2:44][O:45][C:46](=[O:51])[C:47]([CH3:50])([CH3:49])[CH3:48])[CH:35]=[C:34]2[CH2:54][N:55]1[CH2:60][CH2:59][N:58]([C:61]([O:63][C:64]([CH3:67])([CH3:66])[CH3:65])=[O:62])[CH2:57][C@H:56]1[CH3:68]. (4) Given the product [F:23][C:19]1[CH:18]=[C:17]([CH:15]([C:24]2[CH:29]=[CH:28][CH:27]=[C:26]([F:30])[CH:25]=2)[C:11]2[N:12]([CH2:13][CH3:14])[C:8]([C:5]3[CH:6]=[CH:7][C:2]([Cl:1])=[CH:3][CH:4]=3)=[C:9]([C:31]3[CH:36]=[CH:35][N:34]=[CH:33][CH:32]=3)[N:10]=2)[CH:22]=[CH:21][CH:20]=1, predict the reactants needed to synthesize it. The reactants are: [Cl:1][C:2]1[CH:7]=[CH:6][C:5]([C:8]2[N:12]([CH2:13][CH3:14])[C:11]([C:15]([C:24]3[CH:29]=[CH:28][CH:27]=[C:26]([F:30])[CH:25]=3)([C:17]3[CH:22]=[CH:21][CH:20]=[C:19]([F:23])[CH:18]=3)O)=[N:10][C:9]=2[C:31]2[CH:36]=[CH:35][N:34]=[CH:33][CH:32]=2)=[CH:4][CH:3]=1.C([SiH](CC)CC)C. (5) The reactants are: [Cl:1][C:2]1[S:6][C:5]([C:7]#[C:8][Si](C)(C)C)=[C:4]([CH2:13][CH2:14][CH2:15][CH2:16][CH2:17][CH2:18][CH2:19][CH2:20][CH2:21][CH2:22][CH2:23][CH3:24])[CH:3]=1.C(=O)([O-])[O-].[K+].[K+]. Given the product [Cl:1][C:2]1[S:6][C:5]([C:7]#[CH:8])=[C:4]([CH2:13][CH2:14][CH2:15][CH2:16][CH2:17][CH2:18][CH2:19][CH2:20][CH2:21][CH2:22][CH2:23][CH3:24])[CH:3]=1, predict the reactants needed to synthesize it. (6) Given the product [CH3:19][N:2]([CH2:3][C:4]1[N:8]=[C:7]([C:9]2[CH:14]=[C:13]([CH3:15])[CH:12]=[CH:11][C:10]=2[NH2:16])[O:6][N:5]=1)[CH3:1], predict the reactants needed to synthesize it. The reactants are: [CH3:1][N:2]([CH3:19])[CH2:3][C:4]1[N:8]=[C:7]([C:9]2[CH:14]=[C:13]([CH3:15])[CH:12]=[CH:11][C:10]=2[N+:16]([O-])=O)[O:6][N:5]=1.O.O.O.O.O.O.O.O.O.[S-][S-].[Na+].[Na+]. (7) Given the product [CH2:1]([C:5]1=[CH:6][N:7]([C:24]([CH3:27])([CH3:26])[CH3:25])[S:8]/[C:9]/1=[N:10]\[C:11]([C@@H:13]1[CH2:17][CH2:16][C@:15]([CH3:21])([C:18]([NH:31][CH2:29][CH3:30])=[O:20])[C:14]1([CH3:22])[CH3:23])=[O:12])[CH2:2][CH2:3][CH3:4], predict the reactants needed to synthesize it. The reactants are: [CH2:1]([C:5]1=[CH:6][N:7]([C:24]([CH3:27])([CH3:26])[CH3:25])[S:8]/[C:9]/1=[N:10]\[C:11]([C@@H:13]1[CH2:17][CH2:16][C@:15]([CH3:21])([C:18]([OH:20])=O)[C:14]1([CH3:23])[CH3:22])=[O:12])[CH2:2][CH2:3][CH3:4].Cl.[CH2:29]([NH2:31])[CH3:30]. (8) Given the product [OH:8][C:9]1[CH:10]=[C:11]([C:23]2[CH:24]=[C:25]([CH:29]=[CH:30][CH:31]=2)[C:26]([NH2:28])=[O:27])[CH:12]=[C:13]([OH:15])[CH:14]=1, predict the reactants needed to synthesize it. The reactants are: C([O:8][C:9]1[CH:10]=[C:11]([C:23]2[CH:24]=[C:25]([CH:29]=[CH:30][CH:31]=2)[C:26]([NH2:28])=[O:27])[CH:12]=[C:13]([O:15]CC2C=CC=CC=2)[CH:14]=1)C1C=CC=CC=1.C1CCCCC=1. (9) Given the product [C:14]([O:18][C:19]([N:21]1[CH2:26][CH2:25][CH:24]([N:27]([C:6]([C:4]2[N:3]=[C:2]([C:9]3[O:13][CH:12]=[N:11][CH:10]=3)[O:1][CH:5]=2)=[O:8])[CH:28]2[CH2:29][CH2:30]2)[CH2:23][CH2:22]1)=[O:20])([CH3:17])([CH3:15])[CH3:16], predict the reactants needed to synthesize it. The reactants are: [O:1]1[CH:5]=[C:4]([C:6]([OH:8])=O)[N:3]=[C:2]1[C:9]1[O:13][CH:12]=[N:11][CH:10]=1.[C:14]([O:18][C:19]([N:21]1[CH2:26][CH2:25][CH:24]([NH:27][CH:28]2[CH2:30][CH2:29]2)[CH2:23][CH2:22]1)=[O:20])([CH3:17])([CH3:16])[CH3:15].